Dataset: Forward reaction prediction with 1.9M reactions from USPTO patents (1976-2016). Task: Predict the product of the given reaction. (1) Given the reactants [S:1]1[CH:5]=[CH:4][CH:3]=[C:2]1[C:6]([NH:8][CH2:9][C:10]([OH:12])=[O:11])=O.[CH3:13][O:14][C:15]1[CH:16]=[C:17]([CH:21]=O)[CH:18]=[N:19][CH:20]=1.C([O-])(=O)C.[Na+].C(OC(=O)C)(=O)C, predict the reaction product. The product is: [CH3:13][O:14][C:15]1[CH:16]=[C:17]([CH:21]=[C:9]2[C:10](=[O:11])[O:12][C:6]([C:2]3[S:1][CH:5]=[CH:4][CH:3]=3)=[N:8]2)[CH:18]=[N:19][CH:20]=1. (2) Given the reactants [C:1](O)(=O)[C:2]1[CH:10]=[CH:9][CH:8]=[C:4]([C:5]([OH:7])=[O:6])[CH:3]=1.[C:13]1(=O)OC(=O)C2=CC=C[CH:22]=[C:14]12.[C:24](O)(=O)[CH2:25]CCCC(O)=O.O[CH2:35]C(C)(CO)C.C(C(CO)(CO)CC)O.[C:50]1(=O)[CH2:55][CH2:54][CH2:53][CH2:52][CH2:51]1, predict the reaction product. The product is: [CH3:13][CH:14]([C:50]1[CH2:55][CH2:54][CH:53]2[C:52](=[CH:24][CH2:25][CH:3]3[C:4]([C:5]([OH:7])=[O:6])([CH3:35])[CH2:8][CH2:9][CH2:10][C:2]32[CH3:1])[CH:51]=1)[CH3:22]. (3) The product is: [N:4]1[C:5]2[C:10](=[CH:9][CH:8]=[CH:7][CH:6]=2)[CH:11]=[CH:12][C:3]=1[CH2:2][O:22][C:19]1[CH:20]=[CH:21][C:16]([C:14](=[O:15])[CH3:13])=[CH:17][CH:18]=1. Given the reactants Cl[CH2:2][C:3]1[CH:12]=[CH:11][C:10]2[C:5](=[CH:6][CH:7]=[CH:8][CH:9]=2)[N:4]=1.[CH3:13][C:14]([C:16]1[CH:17]=[CH:18][C:19]([OH:22])=[CH:20][CH:21]=1)=[O:15].C(=O)([O-])[O-].[K+].[K+].[OH-].[Na+], predict the reaction product. (4) Given the reactants CC(C)(O[N:5]([C@H:9]([CH2:39][C:40]1[CH:45]=[CH:44][CH:43]=[CH:42][CH:41]=1)[C:10]([NH:12][C:13]1[CH:18]=[C:17]([NH:19][C:20]([N:22]2[CH2:26][CH2:25][CH2:24][CH2:23]2)=[O:21])[CH:16]=[C:15]([NH:27][C:28]2[N:33]=[C:32]([O:34][CH2:35][C:36]#[CH:37])[C:31]([Br:38])=[CH:30][N:29]=2)[CH:14]=1)=[O:11])C(=O)[O-])C.S(=O)(=O)(O)O.O, predict the reaction product. The product is: [NH2:5][C@H:9]([CH2:39][C:40]1[CH:41]=[CH:42][CH:43]=[CH:44][CH:45]=1)[C:10]([NH:12][C:13]1[CH:18]=[C:17]([NH:19][C:20]([N:22]2[CH2:26][CH2:25][CH2:24][CH2:23]2)=[O:21])[CH:16]=[C:15]([NH:27][C:28]2[N:33]=[C:32]([O:34][CH2:35][C:36]#[CH:37])[C:31]([Br:38])=[CH:30][N:29]=2)[CH:14]=1)=[O:11]. (5) Given the reactants [CH:1]([C:4]1[O:8][N:7]=[C:6]([N:9]2[CH2:14][CH2:13][N:12](C(OC(C)(C)C)=O)[CH2:11][CH2:10]2)[N:5]=1)([CH3:3])[CH3:2].Cl, predict the reaction product. The product is: [CH:1]([C:4]1[O:8][N:7]=[C:6]([N:9]2[CH2:14][CH2:13][NH:12][CH2:11][CH2:10]2)[N:5]=1)([CH3:3])[CH3:2]. (6) Given the reactants [NH2:1][CH2:2][CH2:3][N:4]([CH2:24][C:25]([CH3:28])([CH3:27])[CH3:26])[C:5]1([CH2:16][C:17]2[CH:22]=[CH:21][CH:20]=[C:19]([Cl:23])[CH:18]=2)[C:13]2[C:8](=[CH:9][C:10]([Cl:14])=[CH:11][CH:12]=2)[NH:7][C:6]1=[O:15].[C:29]([N:32]1[CH2:37][CH2:36][N:35]([C:38](Cl)=[O:39])[CH2:34][CH2:33]1)(=[O:31])[CH3:30].C([O-])([O-])=O.[K+].[K+], predict the reaction product. The product is: [Cl:14][C:10]1[CH:9]=[C:8]2[C:13]([C:5]([N:4]([CH2:24][C:25]([CH3:28])([CH3:27])[CH3:26])[CH2:3][CH2:2][NH:1][C:38]([N:35]3[CH2:36][CH2:37][N:32]([C:29](=[O:31])[CH3:30])[CH2:33][CH2:34]3)=[O:39])([CH2:16][C:17]3[CH:22]=[CH:21][CH:20]=[C:19]([Cl:23])[CH:18]=3)[C:6](=[O:15])[NH:7]2)=[CH:12][CH:11]=1. (7) Given the reactants Br[CH2:2][CH2:3][O:4][C:5]1[C:10]([O:11][CH2:12][CH2:13][CH:14]([C:16]2[CH:21]=[CH:20][C:19]([F:22])=[CH:18][CH:17]=2)[CH3:15])=[C:9]([O:23][CH3:24])[C:8]([Cl:25])=[C:7]([CH3:26])[C:6]=1[C:27](=[O:29])[CH3:28].Cl.[F:31][C:32]1([F:38])[CH2:37][CH2:36][CH2:35][NH:34][CH2:33]1, predict the reaction product. The product is: [Cl:25][C:8]1[C:7]([CH3:26])=[C:6]([C:27](=[O:29])[CH3:28])[C:5]([O:4][CH2:3][CH2:2][N:34]2[CH2:35][CH2:36][CH2:37][C:32]([F:38])([F:31])[CH2:33]2)=[C:10]([O:11][CH2:12][CH2:13][CH:14]([C:16]2[CH:21]=[CH:20][C:19]([F:22])=[CH:18][CH:17]=2)[CH3:15])[C:9]=1[O:23][CH3:24]. (8) Given the reactants Br[CH2:2][C:3]1[C:8]([Cl:9])=[CH:7][CH:6]=[CH:5][C:4]=1[Cl:10].[Mg].Cl[C:13]1[N:18]=[C:17](Cl)[N:16]=[C:15]([Cl:20])[N:14]=1.[NH2:21][C:22]1[CH:29]=[CH:28][C:25]([C:26]#[N:27])=[CH:24][CH:23]=1, predict the reaction product. The product is: [Cl:20][C:15]1[N:14]=[C:13]([CH2:2][C:3]2[C:8]([Cl:9])=[CH:7][CH:6]=[CH:5][C:4]=2[Cl:10])[N:18]=[C:17]([NH:21][C:22]2[CH:29]=[CH:28][C:25]([C:26]#[N:27])=[CH:24][CH:23]=2)[N:16]=1.